Dataset: Full USPTO retrosynthesis dataset with 1.9M reactions from patents (1976-2016). Task: Predict the reactants needed to synthesize the given product. (1) Given the product [OH:41][C:2]1[C:11]2[C:6](=[C:7]([CH3:14])[C:8]([O:12][CH3:13])=[CH:9][CH:10]=2)[N:5]=[C:4]([C:15]2[CH:16]=[N:17][N:18]([CH2:20][CH:21]([CH3:23])[CH3:22])[CH:19]=2)[CH:3]=1, predict the reactants needed to synthesize it. The reactants are: Cl[C:2]1[C:11]2[C:6](=[C:7]([CH3:14])[C:8]([O:12][CH3:13])=[CH:9][CH:10]=2)[N:5]=[C:4]([C:15]2[CH:16]=[N:17][N:18]([CH2:20][CH:21]([CH3:23])[CH3:22])[CH:19]=2)[CH:3]=1.C(N1C=C(C2C=C([OH:41])C3C(=C(C)C(OC)=CC=3)N=2)C=N1)C. (2) Given the product [CH3:16][NH:15][C:13]1[C:14]2[C:6]([C:2]3[CH:3]=[CH:4][CH:5]=[CH:28][CH:27]=3)=[CH:7][N:8]([C@@H:17]3[O:23][C@H:22]([CH2:24][OH:25])[C@@H:20]([OH:21])[C@H:18]3[OH:19])[C:9]=2[N:10]=[CH:11][N:12]=1, predict the reactants needed to synthesize it. The reactants are: O1[CH:5]=[CH:4][CH:3]=[C:2]1[C:6]1[C:14]2[C:13]([NH:15][CH3:16])=[N:12][CH:11]=[N:10][C:9]=2[N:8]([C@@H:17]2[O:23][C@H:22]([CH2:24][OH:25])[C@@H:20]([OH:21])[C@H:18]2[OH:19])[CH:7]=1.I[C:27]1C2C(NC)=NC=NC=2N([C@@H]2O[C@H](CO)[C@@H](O)[C@H]2O)[CH:28]=1.C1(B(O)O)C=CC=CC=1. (3) Given the product [CH3:9][O:8][C:5]1[C:4]([C:10]2[O:11][C:12]3[CH:18]=[CH:17][C:16]([C:19]4[CH:24]=[CH:23][CH:22]=[C:21]([O:25][CH3:26])[CH:20]=4)=[CH:15][C:13]=3[N:14]=2)=[CH:3][C:2]([N:1]2[C:36](=[O:37])[C:30]3[C:29](=[CH:28][CH:27]=[C:32]([C:33]([OH:35])=[O:34])[CH:31]=3)[C:39]2=[O:38])=[CH:7][CH:6]=1, predict the reactants needed to synthesize it. The reactants are: [NH2:1][C:2]1[CH:3]=[C:4]([C:10]2[O:11][C:12]3[CH:18]=[CH:17][C:16]([C:19]4[CH:24]=[CH:23][CH:22]=[C:21]([O:25][CH3:26])[CH:20]=4)=[CH:15][C:13]=3[N:14]=2)[C:5]([O:8][CH3:9])=[CH:6][CH:7]=1.[CH:27]1[C:32]([C:33]([OH:35])=[O:34])=[CH:31][C:30]2[C:36]([O:38][C:39](=O)[C:29]=2[CH:28]=1)=[O:37]. (4) Given the product [CH2:8]([NH:7][C:6]1[CH:5]=[C:4]2[C:3](=[CH:2][CH:11]=1)[C:13](=[O:16])[NH:7][CH2:6][CH2:5]2)[C:9]1[CH:10]=[CH:11][CH:2]=[CH:3][CH:4]=1, predict the reactants needed to synthesize it. The reactants are: F[C:2]1[CH:3]=[C:4]2[C:9](=[CH:10][CH:11]=1)[C:8](=O)[NH:7][CH2:6][CH2:5]2.[C:13](=[O:16])([O-])[O-].[K+].[K+]. (5) Given the product [F:44][C:41]1[CH:40]=[CH:39][C:38]([C:35]([CH3:37])([CH3:36])[CH2:34][NH:33][C:30]2[N:31]=[N:32][C:27]([C:2]3[CH:7]=[CH:6][CH:5]=[CH:4][N:3]=3)=[CH:28][CH:29]=2)=[CH:43][CH:42]=1, predict the reactants needed to synthesize it. The reactants are: Br[C:2]1[CH:7]=[CH:6][CH:5]=[CH:4][N:3]=1.C(OB(OC(C)C)OC(C)C)(C)C.[Li]CCCC.Cl[C:27]1[N:32]=[N:31][C:30]([NH:33][CH2:34][C:35]([C:38]2[CH:43]=[CH:42][C:41]([F:44])=[CH:40][CH:39]=2)([CH3:37])[CH3:36])=[CH:29][CH:28]=1.P(C(C)(C)C)(C(C)(C)C)(C(C)(C)C)=O.[F-].[K+]. (6) Given the product [F:1][C:2]1[CH:3]=[C:4]2[C:9](=[CH:10][C:11]=1[O:12][CH2:13][C@@H:14]([O:16][CH3:17])[CH3:15])[N:8]=[C:7]([CH:18]=[O:19])[CH:6]=[CH:5]2, predict the reactants needed to synthesize it. The reactants are: [F:1][C:2]1[CH:3]=[C:4]2[C:9](=[CH:10][C:11]=1[O:12][CH2:13][C@@H:14]([O:16][CH3:17])[CH3:15])[N:8]=[C:7]([CH3:18])[CH:6]=[CH:5]2.[O:19]1CCOCC1. (7) Given the product [CH2:17]([O:9][C:8]([CH:5]1[CH2:6][CH2:7][CH:2]([N:1]([CH2:8][C:5]2[CH:6]=[CH:7][CH:2]=[CH:3][CH:4]=2)[CH2:17][C:18]2[CH:23]=[CH:22][CH:21]=[CH:20][CH:19]=2)[CH2:3][CH2:4]1)=[O:10])[C:18]1[CH:23]=[CH:22][CH:21]=[CH:20][CH:19]=1, predict the reactants needed to synthesize it. The reactants are: [NH2:1][CH:2]1[CH2:7][CH2:6][CH:5]([C:8]([OH:10])=[O:9])[CH2:4][CH2:3]1.C([O-])([O-])=O.[K+].[K+].[CH2:17](Br)[C:18]1[CH:23]=[CH:22][CH:21]=[CH:20][CH:19]=1.